From a dataset of Ames mutagenicity test results for genotoxicity prediction. Regression/Classification. Given a drug SMILES string, predict its toxicity properties. Task type varies by dataset: regression for continuous values (e.g., LD50, hERG inhibition percentage) or binary classification for toxic/non-toxic outcomes (e.g., AMES mutagenicity, cardiotoxicity, hepatotoxicity). Dataset: ames. (1) The molecule is Oc1ccc2ccc3c4c(ccc3c2c1)C(O)C(O)C=C4. The result is 1 (mutagenic). (2) The molecule is CSCC(N)C(=O)O. The result is 0 (non-mutagenic).